From a dataset of Forward reaction prediction with 1.9M reactions from USPTO patents (1976-2016). Predict the product of the given reaction. (1) Given the reactants Cl[C:2]1[CH2:7][CH2:6][C:5]([CH3:9])([CH3:8])[CH2:4][C:3]=1[CH:10]=[O:11].[Cl:12][C:13]1[CH:18]=[CH:17][C:16](B(O)O)=[CH:15][CH:14]=1.C(=O)([O-])[O-].[K+].[K+], predict the reaction product. The product is: [Cl:12][C:13]1[CH:18]=[CH:17][C:16]([C:2]2[CH2:7][CH2:6][C:5]([CH3:9])([CH3:8])[CH2:4][C:3]=2[CH:10]=[O:11])=[CH:15][CH:14]=1. (2) The product is: [F:1][C:2]1[CH:15]=[CH:14][CH:13]=[C:12]([F:16])[C:3]=1[C:4]([NH:6][C:7]1[CH:11]=[CH:10][N:9]([CH2:28][C:29]2[C:34]([C:35]([F:36])([F:38])[F:37])=[CH:33][CH:32]=[CH:31][C:30]=2[F:39])[N:8]=1)=[O:5]. Given the reactants [F:1][C:2]1[CH:15]=[CH:14][CH:13]=[C:12]([F:16])[C:3]=1[C:4]([NH:6][C:7]1[CH:11]=[CH:10][NH:9][N:8]=1)=[O:5].C[Si]([N-][Si](C)(C)C)(C)C.[Li+].Br[CH2:28][C:29]1[C:34]([C:35]([F:38])([F:37])[F:36])=[CH:33][CH:32]=[CH:31][C:30]=1[F:39], predict the reaction product.